This data is from Reaction yield outcomes from USPTO patents with 853,638 reactions. The task is: Predict the reaction yield, written as a fraction of the theoretical maximum amount of product (1.0 means a 100% yield; for example, 0.34 means a 34% yield). (1) The reactants are [CH3:1][C:2]1[CH:6]=[C:5]([C:7]([F:10])([F:9])[F:8])[N:4]([C:11]2[CH:18]=[CH:17][C:14]([CH:15]=O)=[CH:13][CH:12]=2)[N:3]=1.[F:19][C:20]1[CH:25]=[CH:24][C:23]([F:26])=[CH:22][C:21]=1[CH2:27][C:28]#[N:29].[OH-].[K+]. The catalyst is C(O)C. The product is [F:19][C:20]1[CH:25]=[CH:24][C:23]([F:26])=[CH:22][C:21]=1[C:27](=[CH:15][C:14]1[CH:17]=[CH:18][C:11]([N:4]2[C:5]([C:7]([F:10])([F:9])[F:8])=[CH:6][C:2]([CH3:1])=[N:3]2)=[CH:12][CH:13]=1)[C:28]#[N:29]. The yield is 0.870. (2) The reactants are [CH2:1]([NH:13][CH2:14][CH2:15][CH2:16][CH2:17][CH2:18][CH2:19][CH2:20][CH2:21][CH2:22][CH2:23][CH2:24][CH3:25])[CH2:2][CH2:3][CH2:4][CH2:5][CH2:6][CH2:7][CH2:8][CH2:9][CH2:10][CH2:11][CH3:12].C(N(C(C)C)CC)(C)C.[C:35](Cl)(=[O:38])[CH:36]=[CH2:37]. The catalyst is C(Cl)Cl. The product is [CH2:14]([N:13]([CH2:1][CH2:2][CH2:3][CH2:4][CH2:5][CH2:6][CH2:7][CH2:8][CH2:9][CH2:10][CH2:11][CH3:12])[C:35](=[O:38])[CH:36]=[CH2:37])[CH2:15][CH2:16][CH2:17][CH2:18][CH2:19][CH2:20][CH2:21][CH2:22][CH2:23][CH2:24][CH3:25]. The yield is 1.00. (3) The reactants are [NH2:1][C:2]1[C:3]([C:14]([OH:16])=[O:15])=[N:4][C:5]([C:8]2[CH:9]=[N:10][CH:11]=[CH:12][CH:13]=2)=[CH:6][N:7]=1.OS(O)(=O)=O.[CH3:22]O. No catalyst specified. The product is [NH2:1][C:2]1[C:3]([C:14]([O:16][CH3:22])=[O:15])=[N:4][C:5]([C:8]2[CH:9]=[N:10][CH:11]=[CH:12][CH:13]=2)=[CH:6][N:7]=1. The yield is 0.970. (4) The reactants are Br[C:2]1[CH:3]=[C:4]([NH:10][C:11]2[CH:16]=[N:15][C:14]([N:17]3[CH2:22][CH2:21][N:20]([CH:23]4[CH2:26][O:25][CH2:24]4)[CH2:19][C@@H:18]3[CH3:27])=[CH:13][N:12]=2)[C:5](=[O:9])[N:6]([CH3:8])[CH:7]=1.BrC1C=C(NC2C=CC(N3CCN(C4COC4)C[C@@H]3C)=CN=2)C(=O)N(C)C=1.[C:55]([O:58][CH2:59][C:60]1[C:61]([N:75]2[CH2:87][CH2:86][N:78]3[C:79]4[CH2:80][CH2:81][CH2:82][CH2:83][C:84]=4[CH:85]=[C:77]3[C:76]2=[O:88])=[N:62][CH:63]=[CH:64][C:65]=1B1OC(C)(C)C(C)(C)O1)(=[O:57])[CH3:56].[O-]P([O-])([O-])=O.[K+].[K+].[K+].C([O-])(=O)C.[Na+]. The catalyst is C1C=CC(P(C2C=CC=CC=2)[C-]2C=CC=C2)=CC=1.C1C=CC(P(C2C=CC=CC=2)[C-]2C=CC=C2)=CC=1.Cl[Pd]Cl.[Fe+2].C(#N)C.O. The product is [C:55]([O:58][CH2:59][C:60]1[C:61]([N:75]2[CH2:87][CH2:86][N:78]3[C:79]4[CH2:80][CH2:81][CH2:82][CH2:83][C:84]=4[CH:85]=[C:77]3[C:76]2=[O:88])=[N:62][CH:63]=[CH:64][C:65]=1[C:2]1[CH:3]=[C:4]([NH:10][C:11]2[CH:16]=[N:15][C:14]([N:17]3[CH2:22][CH2:21][N:20]([CH:23]4[CH2:26][O:25][CH2:24]4)[CH2:19][C@@H:18]3[CH3:27])=[CH:13][N:12]=2)[C:5](=[O:9])[N:6]([CH3:8])[CH:7]=1)(=[O:57])[CH3:56]. The yield is 0.420. (5) The reactants are [Cl:1][C:2]1[N:3]=[C:4]2[C:9](=[CH:10][CH:11]=1)[N:8]=[CH:7][C:6]([C:12](=[O:15])[CH2:13][OH:14])=[C:5]2[NH:16][C@H:17]1[CH2:22][CH2:21][C@H:20]([CH2:23][N:24]([CH3:26])[CH3:25])[CH2:19][CH2:18]1.[Cl:27][C:28]1[CH:33]=[C:32](B2OC(C)(C)C(C)(C)O2)[CH:31]=[C:30]([Cl:43])[C:29]=1[OH:44].C1(N)C(F)=C(F)C(F)=C(N)C=1F.Cl.Cl. No catalyst specified. The product is [ClH:1].[ClH:27].[Cl:27][C:28]1[CH:33]=[C:32]([C:2]2[N:3]=[C:4]3[C:9](=[CH:10][CH:11]=2)[N:8]=[CH:7][C:6]([C:12](=[O:15])[CH2:13][OH:14])=[C:5]3[NH:16][C@H:17]2[CH2:22][CH2:21][C@H:20]([CH2:23][N:24]([CH3:26])[CH3:25])[CH2:19][CH2:18]2)[CH:31]=[C:30]([Cl:43])[C:29]=1[OH:44]. The yield is 0.330. (6) The reactants are CS(Cl)(=O)=O.[Br:6][C:7]1[CH:12]=[CH:11][C:10]([CH2:13][CH2:14]O)=[CH:9][CH:8]=1.C(N(CC)CC)C.[NH:23]1[CH2:28][CH2:27][CH2:26][CH2:25][CH2:24]1.C(=O)([O-])[O-].[K+].[K+]. The catalyst is C(Cl)Cl.C(#N)C. The product is [Br:6][C:7]1[CH:12]=[CH:11][C:10]([CH2:13][CH2:14][N:23]2[CH2:28][CH2:27][CH2:26][CH2:25][CH2:24]2)=[CH:9][CH:8]=1. The yield is 0.950. (7) The reactants are [N+:1]([C:4]1[CH:5]=[C:6]([CH:12]=[CH:13][CH:14]=1)[CH2:7][NH:8][CH2:9][CH2:10][OH:11])([O-:3])=[O:2].[C:15](O[C:15]([O:17][C:18]([CH3:21])([CH3:20])[CH3:19])=[O:16])([O:17][C:18]([CH3:21])([CH3:20])[CH3:19])=[O:16].C(N(CC)CC)C.O. The catalyst is C(Cl)(Cl)Cl. The product is [OH:11][CH2:10][CH2:9][N:8]([CH2:7][C:6]1[CH:12]=[CH:13][CH:14]=[C:4]([N+:1]([O-:3])=[O:2])[CH:5]=1)[C:15](=[O:16])[O:17][C:18]([CH3:21])([CH3:20])[CH3:19]. The yield is 0.610.